Predict the reaction yield, written as a fraction of the theoretical maximum amount of product (1.0 means a 100% yield; for example, 0.34 means a 34% yield). From a dataset of Reaction yield outcomes from USPTO patents with 853,638 reactions. (1) The reactants are [NH2:1][C:2]1[CH:22]=[CH:21][C:5]([C:6]([NH:8][CH2:9][CH2:10][CH2:11][CH2:12][CH2:13][CH2:14][CH2:15][CH2:16][CH2:17][CH2:18][CH2:19][CH3:20])=[O:7])=[CH:4][CH:3]=1.C(O)(=O)C.[CH:27]([C:29]1[CH:38]=[CH:37][CH:36]=[CH:35][C:30]=1[C:31]([O:33][CH3:34])=[O:32])=O.[BH3-]C#N.[Na+].C([O-])(O)=O.[Na+]. The catalyst is C(O)C. The product is [CH2:9]([NH:8][C:6]([C:5]1[CH:4]=[CH:3][C:2]([NH:1][CH2:27][C:29]2[CH:38]=[CH:37][CH:36]=[CH:35][C:30]=2[C:31]([O:33][CH3:34])=[O:32])=[CH:22][CH:21]=1)=[O:7])[CH2:10][CH2:11][CH2:12][CH2:13][CH2:14][CH2:15][CH2:16][CH2:17][CH2:18][CH2:19][CH3:20]. The yield is 0.470. (2) The reactants are [OH-].[K+].[Br:3][C:4]1[C:9]([OH:10])=[CH:8][CH:7]=[CH:6][N:5]=1.C=O.[C:13](O)(=[O:15])C. The catalyst is O.CCOC(C)=O.O.O.C(N(CC(O)=O)CC(O)=O)CN(CC([O-])=O)CC([O-])=O.[Na+].[Na+]. The product is [Br:3][C:4]1[C:9]([OH:10])=[CH:8][CH:7]=[C:6]([CH2:13][OH:15])[N:5]=1. The yield is 0.990.